This data is from Full USPTO retrosynthesis dataset with 1.9M reactions from patents (1976-2016). The task is: Predict the reactants needed to synthesize the given product. (1) Given the product [Cl:1][C:2]1[CH:10]=[CH:9][C:8]2[N:7]([CH2:26][CH2:25][C:22]3[CH:21]=[N:20][C:19]([CH3:18])=[N:24][CH:23]=3)[C:6]3[CH2:11][CH2:12][N:13]([CH3:15])[CH2:14][C:5]=3[C:4]=2[CH:3]=1, predict the reactants needed to synthesize it. The reactants are: [Cl:1][C:2]1[CH:10]=[CH:9][C:8]2[NH:7][C:6]3[CH2:11][CH2:12][N:13]([CH3:15])[CH2:14][C:5]=3[C:4]=2[CH:3]=1.[OH-].[K+].[CH3:18][C:19]1[N:24]=[CH:23][C:22]([CH:25]=[CH2:26])=[CH:21][N:20]=1. (2) Given the product [NH:6]1[CH:10]=[C:9]([C:11]2[C:12]3[CH:19]=[CH:18][N:17]([CH2:20][O:21][CH2:22][CH2:23][Si:24]([CH3:27])([CH3:26])[CH3:25])[C:13]=3[N:14]=[CH:15][N:16]=2)[CH:8]=[N:7]1, predict the reactants needed to synthesize it. The reactants are: C(OC([N:6]1[CH:10]=[C:9]([C:11]2[C:12]3[CH:19]=[CH:18][N:17]([CH2:20][O:21][CH2:22][CH2:23][Si:24]([CH3:27])([CH3:26])[CH3:25])[C:13]=3[N:14]=[CH:15][N:16]=2)[CH:8]=[N:7]1)C)C.Cl.[OH-].[Na+]. (3) Given the product [OH:33][CH:30]1[CH2:31][CH2:32][N:28]([CH2:2][C:3]2[S:7][C:6]([C:8]3[NH:9][C:10]4[C:15]([CH:16]=3)=[C:14]([CH3:17])[CH:13]=[CH:12][C:11]=4[N:18]([CH3:27])[S:19]([C:22]3[S:23][CH:24]=[CH:25][CH:26]=3)(=[O:21])=[O:20])=[N:5][CH:4]=2)[CH2:29]1, predict the reactants needed to synthesize it. The reactants are: Cl[CH2:2][C:3]1[S:7][C:6]([C:8]2[NH:9][C:10]3[C:15]([CH:16]=2)=[C:14]([CH3:17])[CH:13]=[CH:12][C:11]=3[N:18]([CH3:27])[S:19]([C:22]2[S:23][CH:24]=[CH:25][CH:26]=2)(=[O:21])=[O:20])=[N:5][CH:4]=1.[NH:28]1[CH2:32][CH2:31][CH:30]([OH:33])[CH2:29]1.C(=O)([O-])[O-].[K+].[K+].O. (4) Given the product [Cl:1][C:2]1[C:7]2[N:6]([C:10]([CH2:11][CH:12]3[CH2:13][CH2:14]3)=[N:9][N:8]=2)[N:5]=[CH:4][C:3]=1[N:16]1[CH2:17][CH2:18][CH:19]([C:22]2[CH:31]=[CH:30][CH:29]=[CH:28][C:23]=2[C:24]([O:26][CH3:27])=[O:25])[CH2:20][CH2:21]1, predict the reactants needed to synthesize it. The reactants are: [Cl:1][C:2]1[C:3]([N:16]2[CH2:21][CH2:20][CH:19]([C:22]3[CH:31]=[CH:30][CH:29]=[CH:28][C:23]=3[C:24]([O:26][CH3:27])=[O:25])[CH2:18][CH2:17]2)=[CH:4][N:5]=[N:6][C:7]=1[NH:8][NH:9][C:10](=O)[CH2:11][CH:12]1[CH2:14][CH2:13]1.P(Cl)(Cl)(Cl)=O. (5) Given the product [CH2:14]([N:11]1[CH2:12][CH2:13][N:8]([C:5]2[N:6]=[CH:7][C:2]([NH:1][C:37]([C:30]3[O:29][C:28]([C:22]4[CH:27]=[CH:26][CH:25]=[CH:24][CH:23]=4)=[N:32][C:31]=3[C:33]([F:36])([F:34])[F:35])=[O:38])=[CH:3][CH:4]=2)[CH2:9][C:10]1=[O:21])[C:15]1[CH:20]=[CH:19][CH:18]=[CH:17][CH:16]=1, predict the reactants needed to synthesize it. The reactants are: [NH2:1][C:2]1[CH:3]=[CH:4][C:5]([N:8]2[CH2:13][CH2:12][N:11]([CH2:14][C:15]3[CH:20]=[CH:19][CH:18]=[CH:17][CH:16]=3)[C:10](=[O:21])[CH2:9]2)=[N:6][CH:7]=1.[C:22]1([C:28]2[O:29][C:30]([C:37](O)=[O:38])=[C:31]([C:33]([F:36])([F:35])[F:34])[N:32]=2)[CH:27]=[CH:26][CH:25]=[CH:24][CH:23]=1.C(N(C(C)C)CC)(C)C.CCN=C=NCCCN(C)C.C1C=CC2N(O)N=NC=2C=1. (6) Given the product [Cl:24][C:17]1[N:18]=[CH:19][C:20]2[NH:21][C:4](=[O:3])[CH:5]([CH2:6][CH3:7])[CH2:8][N:9]([CH:10]3[CH2:14][CH2:13][CH2:12][CH2:11]3)[C:15]=2[N:16]=1, predict the reactants needed to synthesize it. The reactants are: C([O:3][C:4](=O)[CH:5]([CH2:8][N:9]([C:15]1[C:20]([N+:21]([O-])=O)=[CH:19][N:18]=[C:17]([Cl:24])[N:16]=1)[CH:10]1[CH2:14][CH2:13][CH2:12][CH2:11]1)[CH2:6][CH3:7])C.Cl. (7) Given the product [CH2:42]([O:23][CH:21]([CH3:22])[CH2:20][CH2:19][C:18]1[O:31][C:14]2[C:15]3[CH:7]([CH2:6][CH2:5][NH:4][C:1](=[O:3])[CH3:2])[CH2:8][CH2:9][C:10]=3[CH:11]=[CH:12][C:13]=2[N:17]=1)[C:32]1[CH:37]=[CH:36][CH:35]=[CH:34][CH:33]=1, predict the reactants needed to synthesize it. The reactants are: [C:1]([NH:4][CH2:5][CH2:6][CH:7]1[C:15]2[C:10](=[CH:11][CH:12]=[C:13]([NH:17][C:18](=[O:31])[CH2:19][CH2:20][CH:21]([O:23]CC3C=CC=CC=3)[CH3:22])[C:14]=2O)[CH2:9][CH2:8]1)(=[O:3])[CH3:2].[C:32]1([CH3:42])[CH:37]=[CH:36][C:35](S([O-])(=O)=O)=[CH:34][CH:33]=1.[NH+]1C=CC=CC=1. (8) Given the product [C:1]([N:4]1[CH2:9][CH2:8][N:7]([C:10]2[CH:11]=[CH:12][C:13]([NH:16][C:17](=[O:34])[CH2:18][C:19]3[CH:24]=[CH:23][C:22]([C:36]4[C:41]([F:42])=[CH:40][N:39]=[CH:38][N:37]=4)=[CH:21][CH:20]=3)=[N:14][CH:15]=2)[CH2:6][CH2:5]1)(=[O:3])[CH3:2], predict the reactants needed to synthesize it. The reactants are: [C:1]([N:4]1[CH2:9][CH2:8][N:7]([C:10]2[CH:11]=[CH:12][C:13]([NH:16][C:17](=[O:34])[CH2:18][C:19]3[CH:24]=[CH:23][C:22](B4OC(C)(C)C(C)(C)O4)=[CH:21][CH:20]=3)=[N:14][CH:15]=2)[CH2:6][CH2:5]1)(=[O:3])[CH3:2].Cl[C:36]1[C:41]([F:42])=[CH:40][N:39]=[CH:38][N:37]=1.[O-]P([O-])([O-])=O.[K+].[K+].[K+]. (9) The reactants are: [N:1]1([CH2:7][CH2:8][N:9]2[CH2:14][CH2:13][O:12][CH2:11][CH2:10]2)[CH2:6][CH2:5][NH:4][CH2:3][CH2:2]1.Br[CH2:16][C:17]#[N:18]. Given the product [N:9]1([CH2:8][CH2:7][N:1]2[CH2:2][CH2:3][N:4]([CH2:16][C:17]#[N:18])[CH2:5][CH2:6]2)[CH2:10][CH2:11][O:12][CH2:13][CH2:14]1, predict the reactants needed to synthesize it. (10) Given the product [NH2:24][C:25]1[N:30]([CH3:31])[C:29](=[O:32])[C:28]([CH3:34])([CH3:33])[C@:27]([C:36]2[CH:41]=[C:40]([NH:44][C:45]3[CH:46]=[C:47]([CH:50]=[CH:51][CH:52]=3)[C:48]#[N:49])[CH:39]=[CH:38][C:37]=2[F:43])([CH3:35])[N:26]=1, predict the reactants needed to synthesize it. The reactants are: COC1C=CC(C([NH:24][C:25]2[N:30]([CH3:31])[C:29](=[O:32])[C:28]([CH3:34])([CH3:33])[C@:27]([C:36]3[CH:41]=[C:40](Br)[CH:39]=[CH:38][C:37]=3[F:43])([CH3:35])[N:26]=2)(C2C=CC(OC)=CC=2)C2C=CC=CC=2)=CC=1.[NH2:44][C:45]1[CH:46]=[C:47]([CH:50]=[CH:51][CH:52]=1)[C:48]#[N:49].